From a dataset of Catalyst prediction with 721,799 reactions and 888 catalyst types from USPTO. Predict which catalyst facilitates the given reaction. Reactant: [O:1]=[C:2]1[C:10](=[O:11])[C:9]2[C:4](=[CH:5][CH:6]=[C:7]([S:12](Cl)(=[O:14])=[O:13])[CH:8]=2)[NH:3]1.[Na].[NH:17]1C2[C:22](=CC(S(O)(=O)=O)=CC=2)[C:20](=O)[C:18]1=O.O=P(Cl)(Cl)Cl.CCN(C(C)C)C(C)C.C(N)CC. Product: [CH2:18]([NH:17][S:12]([C:7]1[CH:8]=[C:9]2[C:4](=[CH:5][CH:6]=1)[NH:3][C:2](=[O:1])[C:10]2=[O:11])(=[O:14])=[O:13])[CH2:20][CH3:22]. The catalyst class is: 56.